From a dataset of Forward reaction prediction with 1.9M reactions from USPTO patents (1976-2016). Predict the product of the given reaction. Given the reactants [NH2:1][C@H:2]([C:7]([O:9][C:10]([CH3:13])([CH3:12])[CH3:11])=[O:8])[CH2:3][CH2:4][S:5][CH3:6].[CH2:14]([C@@:18]1([CH2:41][CH3:42])[NH:24][C@H:23]([C:25]2[CH:30]=[CH:29][CH:28]=[CH:27][CH:26]=2)[C:22]2[CH:31]=[C:32]([O:37][CH3:38])[C:33]([CH:35]=O)=[CH:34][C:21]=2[S:20](=[O:40])(=[O:39])[CH2:19]1)[CH2:15][CH2:16][CH3:17], predict the reaction product. The product is: [CH2:14]([C@@:18]1([CH2:41][CH3:42])[NH:24][C@H:23]([C:25]2[CH:30]=[CH:29][CH:28]=[CH:27][CH:26]=2)[C:22]2[CH:31]=[C:32]([O:37][CH3:38])[C:33]([CH2:35][NH:1][C@H:2]([C:7]([O:9][C:10]([CH3:13])([CH3:12])[CH3:11])=[O:8])[CH2:3][CH2:4][S:5][CH3:6])=[CH:34][C:21]=2[S:20](=[O:39])(=[O:40])[CH2:19]1)[CH2:15][CH2:16][CH3:17].